From a dataset of Forward reaction prediction with 1.9M reactions from USPTO patents (1976-2016). Predict the product of the given reaction. (1) The product is: [CH2:7]=[C:6]1[CH2:11][CH2:12][N:13]([C:16]([O:18][C:19]([CH3:22])([CH3:21])[CH3:20])=[O:17])[CH2:4][CH2:5]1. Given the reactants [Br-].C[PH3+].[CH2:4]([Li])[CH2:5][CH2:6][CH3:7].O=C1CC[N:13]([C:16]([O:18][C:19]([CH3:22])([CH3:21])[CH3:20])=[O:17])[CH2:12][CH2:11]1.C1CCCCC1, predict the reaction product. (2) Given the reactants [NH2:1][C:2]1[C:6]([C@H:7]2[CH2:12][CH2:11][CH2:10][CH2:9][C@@H:8]2[O:13][C:14]2[C:19]([CH3:20])=[CH:18][C:17]([S:21]([N:24]([CH2:31][C:32]3[CH:37]=[CH:36][C:35]([O:38][CH3:39])=[CH:34][C:33]=3[O:40][CH3:41])[C:25]3[CH:30]=[CH:29][N:28]=[CH:27][N:26]=3)(=[O:23])=[O:22])=[C:16]([F:42])[CH:15]=2)=[CH:5][N:4]([CH:43]2[CH2:48][CH2:47][CH2:46][CH2:45][O:44]2)[N:3]=1.[C:49](OC(=O)C)(=[O:51])[CH3:50].O.C(OCC)(=O)C, predict the reaction product. The product is: [CH3:41][O:40][C:33]1[CH:34]=[C:35]([O:38][CH3:39])[CH:36]=[CH:37][C:32]=1[CH2:31][N:24]([C:25]1[CH:30]=[CH:29][N:28]=[CH:27][N:26]=1)[S:21]([C:17]1[C:16]([F:42])=[CH:15][C:14]([O:13][C@H:8]2[CH2:9][CH2:10][CH2:11][CH2:12][C@@H:7]2[C:6]2[C:2]([NH:1][C:49](=[O:51])[CH3:50])=[N:3][N:4]([CH:43]3[CH2:48][CH2:47][CH2:46][CH2:45][O:44]3)[CH:5]=2)=[C:19]([CH3:20])[CH:18]=1)(=[O:23])=[O:22]. (3) Given the reactants [CH:1]1([C@@H:6]2[NH:11][C:10](=[O:12])[C@H:9]([CH2:13][CH:14]([CH3:16])[CH3:15])[NH:8][CH2:7]2)[CH2:5][CH2:4][CH2:3][CH2:2]1.[F:17][C:18]1[CH:23]=[C:22]([F:24])[CH:21]=[CH:20][C:19]=1[C:25]1[O:29][N:28]=[C:27]([C:30](O)=[O:31])[CH:26]=1.C([C@@H]1N(C(=O)/C=C/C2C=CC=CC=2)C[C@H](CC(C)C)NC1=O)C(C)C, predict the reaction product. The product is: [CH:1]1([C@@H:6]2[NH:11][C:10](=[O:12])[C@H:9]([CH2:13][CH:14]([CH3:16])[CH3:15])[N:8]([C:30]([C:27]3[CH:26]=[C:25]([C:19]4[CH:20]=[CH:21][C:22]([F:24])=[CH:23][C:18]=4[F:17])[O:29][N:28]=3)=[O:31])[CH2:7]2)[CH2:2][CH2:3][CH2:4][CH2:5]1. (4) Given the reactants [NH2:1][CH2:2][C:3]1[CH:10]=[CH:9][C:6]([C:7]#[N:8])=[CH:5][CH:4]=1.[S:11]1[CH:15]=[CH:14][N:13]=[C:12]1[N:16]1[CH:20]=[CH:19][CH:18]=[C:17]1[CH:21]=O, predict the reaction product. The product is: [S:11]1[CH:15]=[CH:14][N:13]=[C:12]1[N:16]1[CH:20]=[CH:19][CH:18]=[C:17]1[CH2:21][N:8]([CH2:7][C:6]1[CH:9]=[CH:10][C:3]([C:2]#[N:1])=[CH:4][CH:5]=1)[CH2:21][C:17]1[N:16]([C:12]2[S:11][CH:15]=[CH:14][N:13]=2)[CH:20]=[CH:19][CH:18]=1. (5) Given the reactants [CH2:1]([C:11]1[CH:16]=[CH:15][C:14]([C:17]2[C:18]([C:23]3[C:24]([C:30]4[CH:35]=[CH:34][C:33]([O:36]C)=[CH:32][CH:31]=4)=[C:25]([CH3:29])[CH:26]=[CH:27][CH:28]=3)=[CH:19][CH:20]=[CH:21][CH:22]=2)=[CH:13][CH:12]=1)[CH2:2][CH2:3][CH2:4][CH2:5][CH2:6][CH2:7][CH2:8][CH2:9][CH3:10].C(O)(=O)C.I, predict the reaction product. The product is: [CH2:1]([C:11]1[CH:16]=[CH:15][C:14]([C:17]2[C:18]([C:23]3[C:24]([C:30]4[CH:31]=[CH:32][C:33]([OH:36])=[CH:34][CH:35]=4)=[C:25]([CH3:29])[CH:26]=[CH:27][CH:28]=3)=[CH:19][CH:20]=[CH:21][CH:22]=2)=[CH:13][CH:12]=1)[CH2:2][CH2:3][CH2:4][CH2:5][CH2:6][CH2:7][CH2:8][CH2:9][CH3:10]. (6) The product is: [C:28]([CH2:31][NH:32][CH2:33][CH:34]([O:41][C:22](=[O:26])[CH3:23])[CH2:35][NH:36][CH2:37][C:18]([C:15]1([C:12]2[CH:13]=[CH:14][C:9]([C:4]3[CH:5]=[CH:6][C:7]([Cl:8])=[C:2]([Cl:1])[CH:3]=3)=[C:10]([F:21])[CH:11]=2)[CH2:17][CH2:16]1)=[O:20])(=[O:30])[CH3:29]. Given the reactants [Cl:1][C:2]1[CH:3]=[C:4]([C:9]2[CH:14]=[CH:13][C:12]([C:15]3([C:18]([OH:20])=O)[CH2:17][CH2:16]3)=[CH:11][C:10]=2[F:21])[CH:5]=[CH:6][C:7]=1[Cl:8].[C:22](Cl)(=[O:26])[C:23](Cl)=O.[C:28]([CH2:31][NH:32][CH2:33][CH:34]([OH:41])[CH2:35][N:36](C)[C:37](=O)C)(=[O:30])[CH3:29].C(N(CC)CC)C, predict the reaction product. (7) Given the reactants C(O[C:6]([C:8]1[N:9]=[C:10]([C:28]#[N:29])[C:11]2[C:16]([C:17]=1[OH:18])=[CH:15][CH:14]=[C:13]([S:19]([CH:22]1[CH2:27][CH2:26][CH2:25][CH2:24][CH2:23]1)(=[O:21])=[O:20])[CH:12]=2)=[O:7])CCC.[NH2:30][CH2:31][C:32]1([C:36]([OH:38])=[O:37])[CH2:35][CH2:34][CH2:33]1.C[O-].[Na+].[OH-].[Na+].Cl, predict the reaction product. The product is: [C:28]([C:10]1[C:11]2[C:16](=[CH:15][CH:14]=[C:13]([S:19]([CH:22]3[CH2:27][CH2:26][CH2:25][CH2:24][CH2:23]3)(=[O:20])=[O:21])[CH:12]=2)[C:17]([OH:18])=[C:8]([C:6]([NH:30][CH2:31][C:32]2([C:36]([OH:38])=[O:37])[CH2:35][CH2:34][CH2:33]2)=[O:7])[N:9]=1)#[N:29].